From a dataset of Full USPTO retrosynthesis dataset with 1.9M reactions from patents (1976-2016). Predict the reactants needed to synthesize the given product. (1) Given the product [Cl:32][C:33]1[CH:38]=[CH:37][C:36]([S:39]([N:42]([C:46]2[C:47]([CH:53]3[C:24]4[C:25](=[CH:29][CH:30]=[CH:31][C:23]=4[Cl:22])[C:26](=[O:28])[O:27]3)=[N:48][CH:49]=[C:50]([Cl:52])[CH:51]=2)[CH2:43][O:44][CH3:45])(=[O:41])=[O:40])=[CH:35][C:34]=1[C:55]([F:56])([F:58])[F:57], predict the reactants needed to synthesize it. The reactants are: [Li]CCCC.CCCCCC.CC1(C)CCCC(C)(C)N1.[Cl:22][C:23]1[CH:24]=[C:25]([CH:29]=[CH:30][CH:31]=1)[C:26]([OH:28])=[O:27].[Cl:32][C:33]1[CH:38]=[CH:37][C:36]([S:39]([N:42]([C:46]2[C:47]([CH:53]=O)=[N:48][CH:49]=[C:50]([Cl:52])[CH:51]=2)[CH2:43][O:44][CH3:45])(=[O:41])=[O:40])=[CH:35][C:34]=1[C:55]([F:58])([F:57])[F:56]. (2) Given the product [CH2:18]([O:25][C:26]([NH:1][C:2]1[S:3][CH:4]=[C:5]([C:7]([O:9][CH2:10][CH3:11])=[O:8])[N:6]=1)=[O:27])[C:19]1[CH:24]=[CH:23][CH:22]=[CH:21][CH:20]=1, predict the reactants needed to synthesize it. The reactants are: [NH2:1][C:2]1[S:3][CH:4]=[C:5]([C:7]([O:9][CH2:10][CH3:11])=[O:8])[N:6]=1.N1C=CC=CC=1.[CH2:18]([O:25][C:26](Cl)=[O:27])[C:19]1[CH:24]=[CH:23][CH:22]=[CH:21][CH:20]=1. (3) Given the product [CH3:23][N:22]([CH2:24][CH:25]([OH:35])[CH2:26][O:27][C:28]1[CH:29]=[CH:30][C:31]([NH:32][C:2]2[N:7]=[C:6]([N:8]([CH2:15][CH2:16][CH2:17][CH3:18])[C:9]3[CH:14]=[CH:13][CH:12]=[CH:11][CH:10]=3)[CH:5]=[CH:4][N:3]=2)=[CH:33][CH:34]=1)[CH3:21], predict the reactants needed to synthesize it. The reactants are: Cl[C:2]1[N:7]=[C:6]([N:8]([CH2:15][CH2:16][CH2:17][CH3:18])[C:9]2[CH:14]=[CH:13][CH:12]=[CH:11][CH:10]=2)[CH:5]=[CH:4][N:3]=1.Cl.Cl.[CH3:21][N:22]([CH2:24][CH:25]([OH:35])[CH2:26][O:27][C:28]1[CH:34]=[CH:33][C:31]([NH2:32])=[CH:30][CH:29]=1)[CH3:23].CO.N. (4) The reactants are: [C:1]1([C:7]2[CH:8]=[C:9]3[C:13](=[C:14]([C:16]([NH2:18])=[O:17])[CH:15]=2)[NH:12][CH:11]=[C:10]3[CH2:19][CH:20]2[CH2:25][CH2:24][CH2:23][NH:22][CH2:21]2)[CH:6]=[CH:5][CH:4]=[CH:3][CH:2]=1.CCN(C(C)C)C(C)C.[C:35](Cl)(=[O:37])[CH3:36]. Given the product [C:1]1([C:7]2[CH:8]=[C:9]3[C:13](=[C:14]([C:16]([NH2:18])=[O:17])[CH:15]=2)[NH:12][CH:11]=[C:10]3[CH2:19][CH:20]2[CH2:25][CH2:24][CH2:23][N:22]([C:35](=[O:37])[CH3:36])[CH2:21]2)[CH:2]=[CH:3][CH:4]=[CH:5][CH:6]=1, predict the reactants needed to synthesize it. (5) Given the product [CH2:1]([O:3][C:4]([C:6]1[C:7]([OH:25])=[C:8]2[C:14]([Br:15])=[C:13]([Br:16])[N:12]([CH2:17][C:18]3[CH:23]=[CH:22][C:21]([F:24])=[CH:20][CH:19]=3)[C:9]2=[C:10]([Br:33])[N:11]=1)=[O:5])[CH3:2], predict the reactants needed to synthesize it. The reactants are: [CH2:1]([O:3][C:4]([C:6]1[C:7]([OH:25])=[C:8]2[C:14]([Br:15])=[C:13]([Br:16])[N:12]([CH2:17][C:18]3[CH:23]=[CH:22][C:21]([F:24])=[CH:20][CH:19]=3)[C:9]2=[CH:10][N:11]=1)=[O:5])[CH3:2].C1C(=O)N([Br:33])C(=O)C1.C(OOC(C1C=CC=CC=1)=O)(C1C=CC=CC=1)=O. (6) Given the product [ClH:24].[CH3:1][N:2]([CH2:4][CH:14]1[CH2:13][CH2:12][C:11]2[C:16](=[CH:17][CH:18]=[CH:19][C:10]=2[O:9][CH3:8])[C:15]1=[O:20])[CH3:3], predict the reactants needed to synthesize it. The reactants are: [CH3:1][N:2]([CH2:4]N(C)C)[CH3:3].[CH3:8][O:9][C:10]1[CH:19]=[CH:18][CH:17]=[C:16]2[C:11]=1[CH2:12][CH2:13][CH2:14][C:15]2=[O:20].C([Cl:24])(=O)C. (7) Given the product [CH2:1]([N:8]([CH2:9][CH2:10][C:11]1[C:19]2[C:14](=[CH:15][CH:16]=[C:17]([F:20])[CH:18]=2)[NH:13][CH:12]=1)[CH3:21])[C:2]1[CH:3]=[CH:4][CH:5]=[CH:6][CH:7]=1, predict the reactants needed to synthesize it. The reactants are: [CH2:1]([NH:8][CH2:9][CH2:10][C:11]1[C:19]2[C:14](=[CH:15][CH:16]=[C:17]([F:20])[CH:18]=2)[NH:13][CH:12]=1)[C:2]1[CH:7]=[CH:6][CH:5]=[CH:4][CH:3]=1.[CH3:21]I. (8) Given the product [CH2:1]([O:8][C:9]1[CH:22]=[CH:21][C:12]([OH:13])=[C:11]([CH3:23])[CH:10]=1)[C:2]1[CH:3]=[CH:4][CH:5]=[CH:6][CH:7]=1, predict the reactants needed to synthesize it. The reactants are: [CH2:1]([O:8][C:9]1[CH:22]=[CH:21][C:12]([O:13][Si](C(C)(C)C)(C)C)=[C:11]([CH3:23])[CH:10]=1)[C:2]1[CH:7]=[CH:6][CH:5]=[CH:4][CH:3]=1.[F-].C([N+](CCCC)(CCCC)CCCC)CCC. (9) Given the product [CH2:12]([O:11][C:9](=[O:10])[C:7]1[CH:8]=[C:3]([C:1]#[N:2])[C:4]([N:16]2[CH2:21][CH2:20][CH:19]([C:22](=[O:24])[NH:37][S:34]([CH2:33][C:27]3[CH:28]=[CH:29][C:30]([F:32])=[CH:31][C:26]=3[F:25])(=[O:35])=[O:36])[CH2:18][CH2:17]2)=[N:5][C:6]=1[O:14][CH3:15])[CH3:13], predict the reactants needed to synthesize it. The reactants are: [C:1]([C:3]1[C:4]([N:16]2[CH2:21][CH2:20][CH:19]([C:22]([OH:24])=O)[CH2:18][CH2:17]2)=[N:5][C:6]([O:14][CH3:15])=[C:7]([C:9]([O:11][CH2:12][CH3:13])=[O:10])[CH:8]=1)#[N:2].[F:25][C:26]1[CH:31]=[C:30]([F:32])[CH:29]=[CH:28][C:27]=1[CH2:33][S:34]([NH2:37])(=[O:36])=[O:35]. (10) Given the product [CH2:12]([S:11][C:10]1[C:5]2[N:6]([CH:17]=[C:3]([C:1]3[NH:20][N:19]=[N:18][N:2]=3)[CH:4]=2)[N:7]=[CH:8][C:9]=1[C:14]([NH2:16])=[O:15])[CH3:13], predict the reactants needed to synthesize it. The reactants are: [C:1]([C:3]1[CH:4]=[C:5]2[C:10]([S:11][CH2:12][CH3:13])=[C:9]([C:14]([NH2:16])=[O:15])[CH:8]=[N:7][N:6]2[CH:17]=1)#[N:2].[N:18]([Sn](CCCC)(CCCC)CCCC)=[N+:19]=[N-:20].